Dataset: Catalyst prediction with 721,799 reactions and 888 catalyst types from USPTO. Task: Predict which catalyst facilitates the given reaction. (1) Reactant: C12CC(CC1)C=C2B(O)O.[F:11][C:12]1[C:13]([CH2:28][NH:29][C@H:30]([CH:33]([CH3:35])[CH3:34])[CH2:31][OH:32])=[N:14][C:15]([C:18]2[CH2:23][CH2:22][CH:21]([C:24]([F:27])([F:26])[F:25])[CH2:20][CH:19]=2)=[CH:16][CH:17]=1. Product: [F:11][C:12]1[C:13]([CH2:28][NH:29][C@H:30]([CH:33]([CH3:35])[CH3:34])[CH2:31][OH:32])=[N:14][C:15]([C:18]2[CH2:23][CH2:22][CH:21]([C:24]([F:27])([F:25])[F:26])[CH2:20][CH:19]=2)=[CH:16][CH:17]=1.[F:11][C:12]1[C:13]([CH2:28][NH:29][C@H:30]([CH:33]([CH3:35])[CH3:34])[CH2:31][OH:32])=[N:14][C:15]([CH:18]2[CH2:23][CH2:22][CH:21]([C:24]([F:27])([F:25])[F:26])[CH2:20][CH2:19]2)=[CH:16][CH:17]=1. The catalyst class is: 45. (2) Reactant: [ClH:1].C(OC(=O)[NH:8][CH2:9][C:10]1[S:11][C:12]([CH3:15])=[N:13][N:14]=1)(C)(C)C. Product: [ClH:1].[CH3:15][C:12]1[S:11][C:10]([CH2:9][NH2:8])=[N:14][N:13]=1. The catalyst class is: 12. (3) Reactant: CCN(C(C)C)C(C)C.[N:10]1[C:11]([C:19]([OH:21])=O)=[CH:12][N:13]2[CH:18]=[CH:17][CH:16]=[CH:15][C:14]=12.C1C=CC2N(O)N=NC=2C=1.CCN=C=NCCCN(C)C.Cl.[NH2:44][CH2:45][C:46]([N:48]1[CH2:53][CH2:52][N:51]([C:54](=[O:66])[C:55]2[CH:60]=[C:59]([F:61])[CH:58]=[CH:57][C:56]=2[C:62]([F:65])([F:64])[F:63])[CH2:50][CH2:49]1)=[O:47].FC1C=CC(C(F)(F)F)=C(C=1)C(O)=O. Product: [F:61][C:59]1[CH:58]=[CH:57][C:56]([C:62]([F:64])([F:63])[F:65])=[C:55]([CH:60]=1)[C:54]([N:51]1[CH2:52][CH2:53][N:48]([C:46](=[O:47])[CH2:45][NH:44][C:19]([C:11]2[N:10]=[C:14]3[CH:15]=[CH:16][CH:17]=[CH:18][N:13]3[CH:12]=2)=[O:21])[CH2:49][CH2:50]1)=[O:66]. The catalyst class is: 18.